From a dataset of Full USPTO retrosynthesis dataset with 1.9M reactions from patents (1976-2016). Predict the reactants needed to synthesize the given product. (1) Given the product [F:1][C:2]([F:16])([F:17])[CH2:3][C:4]([NH:6][C:7]1[CH:8]=[C:9]([CH:12]=[CH:13][C:14]=1[CH3:15])[CH:10]=[O:11])=[O:5], predict the reactants needed to synthesize it. The reactants are: [F:1][C:2]([F:17])([F:16])[CH2:3][C:4]([NH:6][C:7]1[CH:8]=[C:9]([CH:12]=[CH:13][C:14]=1[CH3:15])[CH2:10][OH:11])=[O:5]. (2) Given the product [CH3:25][C:24]1[CH:23]=[CH:22][C:21]([NH:26][C:27](=[O:38])[C:28]2[CH:33]=[CH:32][CH:31]=[C:30]([C:34]([F:35])([F:36])[F:37])[CH:29]=2)=[CH:20][C:19]=1[NH:18][C:2]1[N:7]=[C:6]([C:8]2[CH:13]=[CH:12][N:11]=[CH:10][CH:9]=2)[N:5]=[C:4]2[N:14]([CH3:17])[N:15]=[CH:16][C:3]=12, predict the reactants needed to synthesize it. The reactants are: Cl[C:2]1[N:7]=[C:6]([C:8]2[CH:13]=[CH:12][N:11]=[CH:10][CH:9]=2)[N:5]=[C:4]2[N:14]([CH3:17])[N:15]=[CH:16][C:3]=12.[NH2:18][C:19]1[CH:20]=[C:21]([NH:26][C:27](=[O:38])[C:28]2[CH:33]=[CH:32][CH:31]=[C:30]([C:34]([F:37])([F:36])[F:35])[CH:29]=2)[CH:22]=[CH:23][C:24]=1[CH3:25].